This data is from CYP3A4 inhibition data for predicting drug metabolism from PubChem BioAssay. The task is: Regression/Classification. Given a drug SMILES string, predict its absorption, distribution, metabolism, or excretion properties. Task type varies by dataset: regression for continuous measurements (e.g., permeability, clearance, half-life) or binary classification for categorical outcomes (e.g., BBB penetration, CYP inhibition). Dataset: cyp3a4_veith. (1) The molecule is CNS(=O)(=O)c1cnccc1N1CCN(c2ccc(Cl)c(C(F)(F)F)c2)CC1. The result is 1 (inhibitor). (2) The compound is O=C(NCc1ccco1)c1ccc(N2CCCC2=O)cc1. The result is 0 (non-inhibitor).